Dataset: Full USPTO retrosynthesis dataset with 1.9M reactions from patents (1976-2016). Task: Predict the reactants needed to synthesize the given product. Given the product [C:30]([O:23][CH:18]([C:9]1[N:8]([CH3:24])[C:7](=[O:25])[C:6]2[N:2]([CH3:1])[CH:3]=[CH:4][C:5]=2[C:10]=1[C:11]1[CH:12]=[CH:13][C:14]([CH3:17])=[CH:15][CH:16]=1)[C:19]([O:21][CH3:22])=[O:20])([CH3:33])([CH3:32])[CH3:31], predict the reactants needed to synthesize it. The reactants are: [CH3:1][N:2]1[C:6]2[C:7](=[O:25])[N:8]([CH3:24])[C:9]([CH:18]([OH:23])[C:19]([O:21][CH3:22])=[O:20])=[C:10]([C:11]3[CH:16]=[CH:15][C:14]([CH3:17])=[CH:13][CH:12]=3)[C:5]=2[CH:4]=[CH:3]1.C(O[C:30]([CH3:33])([CH3:32])[CH3:31])(=O)C.Cl(O)(=O)(=O)=O.